Dataset: Full USPTO retrosynthesis dataset with 1.9M reactions from patents (1976-2016). Task: Predict the reactants needed to synthesize the given product. (1) Given the product [F:2][C:3]1[CH:4]=[CH:5][C:6]([C:9]2[CH:10]=[N:11][C:12]3[N:13]([C:17]([CH2:20][C:21]4[CH:22]=[CH:23][C:24]([O:27][CH3:28])=[CH:25][CH:26]=4)=[CH:18][N:15]=3)[N:14]=2)=[CH:7][CH:8]=1, predict the reactants needed to synthesize it. The reactants are: Cl.[F:2][C:3]1[CH:8]=[CH:7][C:6]([C:9]2[N:14]=[N:13][C:12]([NH2:15])=[N:11][CH:10]=2)=[CH:5][CH:4]=1.Cl[CH:17]([CH2:20][C:21]1[CH:26]=[CH:25][C:24]([O:27][CH3:28])=[CH:23][CH:22]=1)[CH:18]=O. (2) The reactants are: Br[C:2]1[CH:3]=[CH:4][CH:5]=[C:6]2[C:10]=1[NH:9][CH:8]=[CH:7]2.[F:11][C:12]1[CH:17]=[CH:16][CH:15]=[CH:14][C:13]=1B(O)O. Given the product [F:11][C:12]1[CH:17]=[CH:16][CH:15]=[CH:14][C:13]=1[C:2]1[CH:3]=[CH:4][CH:5]=[C:6]2[C:10]=1[NH:9][CH:8]=[CH:7]2, predict the reactants needed to synthesize it. (3) Given the product [CH3:6][O:7][C:8]1[C:13]2[O:14][CH2:15][CH2:16][O:17][C:12]=2[CH:11]=[C:10]([CH2:18][OH:19])[CH:9]=1, predict the reactants needed to synthesize it. The reactants are: O1CCCC1.[CH3:6][O:7][C:8]1[C:13]2[O:14][CH2:15][CH2:16][O:17][C:12]=2[CH:11]=[C:10]([C:18](OC)=[O:19])[CH:9]=1.[H-].[Al+3].[Li+].[H-].[H-].[H-].Cl.